Dataset: Reaction yield outcomes from USPTO patents with 853,638 reactions. Task: Predict the reaction yield, written as a fraction of the theoretical maximum amount of product (1.0 means a 100% yield; for example, 0.34 means a 34% yield). (1) The reactants are [Br:1]Br.[O:3]=[C:4]1[CH2:13][CH2:12][CH2:11][C:10]2[CH:9]=[C:8]([C:14]#[N:15])[CH:7]=[CH:6][C:5]1=2. The catalyst is C(Cl)Cl. The product is [Br:1][CH:13]1[CH2:12][CH2:11][C:10]2[CH:9]=[C:8]([C:14]#[N:15])[CH:7]=[CH:6][C:5]=2[C:4]1=[O:3]. The yield is 0.810. (2) The reactants are [CH:1]1([CH:7]([NH:19][C:20]2[CH:25]=[CH:24][C:23]([C:26]([NH:28][CH2:29][CH2:30][C:31]([O:33]CC)=[O:32])=[O:27])=[CH:22][CH:21]=2)[C:8]2[O:9][C:10]3[CH:17]=[C:16]([F:18])[CH:15]=[CH:14][C:11]=3[C:12]=2[CH3:13])[CH2:6][CH2:5][CH2:4][CH2:3][CH2:2]1.O1CCCC1.[OH-].[Na+]. The catalyst is C(O)C. The product is [CH:1]1([CH:7]([NH:19][C:20]2[CH:21]=[CH:22][C:23]([C:26]([NH:28][CH2:29][CH2:30][C:31]([OH:33])=[O:32])=[O:27])=[CH:24][CH:25]=2)[C:8]2[O:9][C:10]3[CH:17]=[C:16]([F:18])[CH:15]=[CH:14][C:11]=3[C:12]=2[CH3:13])[CH2:6][CH2:5][CH2:4][CH2:3][CH2:2]1. The yield is 0.930. (3) The reactants are C(OC([N:8]1[CH2:13][CH2:12][N:11]([C:14]([C:16]2[CH:21]=[CH:20][C:19]([C:22]3[CH:27]=[C:26]([Cl:28])[C:25]([CH2:29][CH:30]4[CH2:34][CH2:33][N:32]([CH:35]5[CH2:40][CH2:39][CH2:38][CH2:37][CH2:36]5)[C:31]4=[O:41])=[C:24]([Cl:42])[CH:23]=3)=[CH:18][CH:17]=2)=[O:15])[CH2:10][CH2:9]1)=O)(C)(C)C.C([SiH](CC)CC)C.FC(F)(F)C(O)=O. The catalyst is ClCCl. The product is [CH:35]1([N:32]2[CH2:33][CH2:34][CH:30]([CH2:29][C:25]3[C:24]([Cl:42])=[CH:23][C:22]([C:19]4[CH:18]=[CH:17][C:16]([C:14]([N:11]5[CH2:10][CH2:9][NH:8][CH2:13][CH2:12]5)=[O:15])=[CH:21][CH:20]=4)=[CH:27][C:26]=3[Cl:28])[C:31]2=[O:41])[CH2:40][CH2:39][CH2:38][CH2:37][CH2:36]1. The yield is 0.930. (4) The reactants are [C:1]1([C:7]2[N:8]=[C:9]([NH2:24])[N:10]=[N:11][C:12]=2[C:13]2[CH:18]=[C:17]([C:19]([F:22])([F:21])[F:20])[N:16]=[C:15](Cl)[CH:14]=2)[CH:6]=[CH:5][CH:4]=[CH:3][CH:2]=1.[NH:25]1[CH2:28][CH2:27][CH2:26]1. No catalyst specified. The product is [N:25]1([C:15]2[CH:14]=[C:13]([C:12]3[N:11]=[N:10][C:9]([NH2:24])=[N:8][C:7]=3[C:1]3[CH:6]=[CH:5][CH:4]=[CH:3][CH:2]=3)[CH:18]=[C:17]([C:19]([F:22])([F:21])[F:20])[N:16]=2)[CH2:28][CH2:27][CH2:26]1. The yield is 0.190.